From a dataset of Catalyst prediction with 721,799 reactions and 888 catalyst types from USPTO. Predict which catalyst facilitates the given reaction. (1) Reactant: C[O:2][C:3]([C:5]1[N:6]=[N:7][N:8]([CH2:10][CH2:11][NH:12][C:13](=[O:26])[C:14]2[CH:19]=[CH:18][C:17]([O:20][CH3:21])=[C:16]([O:22][CH3:23])[C:15]=2[O:24][CH3:25])[CH:9]=1)=[O:4].[OH-].[Na+]. Product: [CH3:25][O:24][C:15]1[C:16]([O:22][CH3:23])=[C:17]([O:20][CH3:21])[CH:18]=[CH:19][C:14]=1[C:13]([NH:12][CH2:11][CH2:10][N:8]1[CH:9]=[C:5]([C:3]([OH:4])=[O:2])[N:6]=[N:7]1)=[O:26]. The catalyst class is: 5. (2) Reactant: [F:1][C:2]([F:28])([O:7][C:8]1[CH:13]=[CH:12][C:11]([N:14]2[CH:18]=[N:17][C:16]([C:19]3[CH:27]=[CH:26][C:22]([C:23]([OH:25])=O)=[CH:21][CH:20]=3)=[N:15]2)=[CH:10][CH:9]=1)[C:3]([F:6])([F:5])[F:4].C1(P([N:43]=[N+:44]=[N-:45])(C2C=CC=CC=2)=O)C=CC=CC=1.C(N(CC)CC)C. Product: [F:28][C:2]([F:1])([O:7][C:8]1[CH:13]=[CH:12][C:11]([N:14]2[CH:18]=[N:17][C:16]([C:19]3[CH:27]=[CH:26][C:22]([C:23]([N:43]=[N+:44]=[N-:45])=[O:25])=[CH:21][CH:20]=3)=[N:15]2)=[CH:10][CH:9]=1)[C:3]([F:5])([F:6])[F:4]. The catalyst class is: 218. (3) Reactant: [NH:1]1[C:5]([CH2:6][CH2:7][CH2:8][N:9]([C:11]2[N:15](CC3C=CC(OC)=CC=3)[N:14]=[N:13][N:12]=2)[NH2:10])=[N:4][N:3]=[N:2]1.Cl. Product: [NH:15]1[C:11]([N:9]([CH2:8][CH2:7][CH2:6][C:5]2[NH:1][N:2]=[N:3][N:4]=2)[NH2:10])=[N:12][N:13]=[N:14]1. The catalyst class is: 6. (4) Reactant: [CH:1]1([C:4]2[CH:13]=[CH:12][CH:11]=[C:10]([F:14])[C:5]=2[C:6](OC)=[O:7])[CH2:3][CH2:2]1.[H-].[Al+3].[Li+].[H-].[H-].[H-].O. Product: [CH:1]1([C:4]2[CH:13]=[CH:12][CH:11]=[C:10]([F:14])[C:5]=2[CH2:6][OH:7])[CH2:3][CH2:2]1. The catalyst class is: 7. (5) Reactant: [CH:1]1([C:4](Cl)=O)[CH2:3][CH2:2]1.[NH2:7][C:8]1[CH:16]=[C:15]([C:17]([F:20])([F:19])[F:18])[CH:14]=[CH:13][C:9]=1[C:10](O)=[O:11].N1C=CC=CC=1.[NH2:27][NH2:28]. Product: [NH2:27][N:28]1[C:10](=[O:11])[C:9]2[C:8](=[CH:16][C:15]([C:17]([F:20])([F:19])[F:18])=[CH:14][CH:13]=2)[N:7]=[C:4]1[CH:1]1[CH2:2][CH2:3]1. The catalyst class is: 56.